This data is from Retrosynthesis with 50K atom-mapped reactions and 10 reaction types from USPTO. The task is: Predict the reactants needed to synthesize the given product. (1) Given the product COc1ccc(F)c(-c2cc(COc3cccc(CCC(=O)O)c3)ccc2C2CC2)c1, predict the reactants needed to synthesize it. The reactants are: COc1ccc(F)c(-c2cc(CCl)ccc2C2CC2)c1.O=C(O)CCc1cccc(O)c1. (2) Given the product N#CCCN(C(=O)Oc1cccc(NC(=O)C2CC2)c1)c1ccccc1, predict the reactants needed to synthesize it. The reactants are: N#CCCNc1ccccc1.O=C(Cl)Oc1cccc(NC(=O)C2CC2)c1.